Dataset: Reaction yield outcomes from USPTO patents with 853,638 reactions. Task: Predict the reaction yield, written as a fraction of the theoretical maximum amount of product (1.0 means a 100% yield; for example, 0.34 means a 34% yield). (1) The reactants are C([O-])(=[O:3])C.[Tl+].Br[C:7]1[CH:8]=[CH:9][C:10]([CH2:13][O:14][CH2:15][CH2:16][O:17][Si:18]([C:21]([CH3:24])([CH3:23])[CH3:22])([CH3:20])[CH3:19])=[N:11][CH:12]=1.[O:25]1[CH2:29][CH2:28][CH2:27][CH2:26]1. The catalyst is C(OC(=O)C)C.O. The product is [Si:18]([O:17][CH2:16][CH2:15][O:14][CH2:13][C:10]1[N:11]=[CH:12][C:7]([CH:27]([CH3:28])[C:26]([O:25][CH3:29])=[O:3])=[CH:8][CH:9]=1)([C:21]([CH3:24])([CH3:23])[CH3:22])([CH3:20])[CH3:19]. The yield is 0.800. (2) The reactants are [Cl:1][C:2]1[C:7]([O:8][CH3:9])=[CH:6][C:5]([C@H:10]2[C@H:15]([OH:16])[C@@H:14]([OH:17])[C@H:13]([OH:18])[C@@H:12]([CH2:19][OH:20])[O:11]2)=[CH:4][C:3]=1[CH2:21][C:22]1[CH:27]=[CH:26][C:25]([O:28][CH2:29][CH3:30])=[CH:24][CH:23]=1.[H-].[Na+].[CH2:33](Br)[C:34]1[CH:39]=[CH:38][CH:37]=[CH:36][CH:35]=1.O. The catalyst is CN(C=O)C.C1COCC1. The product is [CH2:33]([O:18][C@H:13]1[C@H:14]([O:17][CH2:33][C:34]2[CH:39]=[CH:38][CH:37]=[CH:36][CH:35]=2)[C@@H:15]([O:16][CH2:21][C:22]2[CH:27]=[CH:26][CH:25]=[CH:24][CH:23]=2)[C@H:10]([C:5]2[CH:6]=[C:7]([O:8][CH3:9])[C:2]([Cl:1])=[C:3]([CH2:21][C:22]3[CH:27]=[CH:26][C:25]([O:28][CH2:29][CH3:30])=[CH:24][CH:23]=3)[CH:4]=2)[O:11][C@@H:12]1[CH2:19][O:20][CH2:10][C:5]1[CH:6]=[CH:7][CH:2]=[CH:3][CH:4]=1)[C:34]1[CH:39]=[CH:38][CH:37]=[CH:36][CH:35]=1. The yield is 0.930. (3) The reactants are [NH2:1][C:2]1[CH:3]=[C:4]([CH:47]=[CH:48][CH:49]=1)[CH2:5][NH:6][C:7](=[O:46])[CH:8]([NH:20][C:21]1[CH:22]=[C:23]2[C:28](=[CH:29][CH:30]=1)[C:27]([N:31]([C:39]([O:41][C:42]([CH3:45])([CH3:44])[CH3:43])=[O:40])[C:32]([O:34][C:35]([CH3:38])([CH3:37])[CH3:36])=[O:33])=[N:26][CH:25]=[CH:24]2)[C:9]1[CH:14]=[CH:13][C:12]([CH2:15][CH:16]([OH:19])[CH2:17]C)=[CH:11][CH:10]=1.C(OC(N(C(OC(C)(C)C)=O)C1C2C(=CC(NC(C3C=CC(CC(O)C)=CC=3)C(NCC3C=CC=C([N+]([O-])=O)C=3)=O)=CC=2)C=CN=1)=O)(C)(C)C. No catalyst specified. The product is [NH2:1][C:2]1[CH:3]=[C:4]([CH:47]=[CH:48][CH:49]=1)[CH2:5][NH:6][C:7](=[O:46])[CH:8]([NH:20][C:21]1[CH:22]=[C:23]2[C:28](=[CH:29][CH:30]=1)[C:27]([N:31]([C:39]([O:41][C:42]([CH3:45])([CH3:44])[CH3:43])=[O:40])[C:32]([O:34][C:35]([CH3:37])([CH3:38])[CH3:36])=[O:33])=[N:26][CH:25]=[CH:24]2)[C:9]1[CH:10]=[CH:11][C:12]([CH2:15][CH:16]([OH:19])[CH3:17])=[CH:13][CH:14]=1. The yield is 0.800. (4) The reactants are [C:1]1(=[O:11])[NH:5][C:4](=[O:6])[C:3]2=[CH:7][CH:8]=[CH:9][CH:10]=[C:2]12.C([O-])([O-])=O.[K+].[K+].[I:18][C:19]1[CH:26]=[CH:25][C:22]([CH2:23]Br)=[CH:21][CH:20]=1. The catalyst is CN(C=O)C.O. The product is [I:18][C:19]1[CH:26]=[CH:25][C:22]([CH2:23][N:5]2[C:1](=[O:11])[C:2]3[C:3](=[CH:7][CH:8]=[CH:9][CH:10]=3)[C:4]2=[O:6])=[CH:21][CH:20]=1. The yield is 0.500. (5) The reactants are [C:1]([N:4]1[C:13]2[C:8](=[CH:9][C:10]([C:14]3[CH:19]=[CH:18][C:17]([CH2:20][C:21]([O:23]CC)=[O:22])=[CH:16][CH:15]=3)=[CH:11][CH:12]=2)[C@H:7]([NH:26][C:27]2[CH:32]=[CH:31][C:30]([C:33]#[N:34])=[CH:29][N:28]=2)[CH2:6][C@@H:5]1[CH3:35])(=[O:3])[CH3:2].[OH-].[Li+]. The catalyst is CO. The product is [C:1]([N:4]1[C:13]2[C:8](=[CH:9][C:10]([C:14]3[CH:15]=[CH:16][C:17]([CH2:20][C:21]([OH:23])=[O:22])=[CH:18][CH:19]=3)=[CH:11][CH:12]=2)[C@H:7]([NH:26][C:27]2[CH:32]=[CH:31][C:30]([C:33]#[N:34])=[CH:29][N:28]=2)[CH2:6][C@@H:5]1[CH3:35])(=[O:3])[CH3:2]. The yield is 1.00. (6) The reactants are [Br:1][C:2]1[CH:7]=[C:6]([C:8]([CH3:11])([CH3:10])[CH3:9])[CH:5]=[CH:4][C:3]=1[NH2:12].[N+:13]([O-])([O-:15])=[O:14].[K+]. The catalyst is OS(O)(=O)=O. The product is [Br:1][C:2]1[CH:7]=[C:6]([C:8]([CH3:9])([CH3:11])[CH3:10])[C:5]([N+:13]([O-:15])=[O:14])=[CH:4][C:3]=1[NH2:12]. The yield is 0.780.